From a dataset of Forward reaction prediction with 1.9M reactions from USPTO patents (1976-2016). Predict the product of the given reaction. (1) Given the reactants [C:1]1([CH2:7][S:8]([NH2:11])(=[O:10])=[O:9])[CH:6]=[CH:5][CH:4]=[CH:3][CH:2]=1.[Cl:12][C:13]1[C:14]([N:26]2[CH2:31][CH2:30][CH:29]([C:32](O)=[O:33])[CH2:28][CH2:27]2)=[N:15][C:16]([S:24][CH3:25])=[C:17]([C:19]([O:21][CH2:22][CH3:23])=[O:20])[CH:18]=1, predict the reaction product. The product is: [CH2:22]([O:21][C:19](=[O:20])[C:17]1[CH:18]=[C:13]([Cl:12])[C:14]([N:26]2[CH2:27][CH2:28][CH:29]([C:32](=[O:33])[NH:11][S:8]([CH2:7][C:1]3[CH:2]=[CH:3][CH:4]=[CH:5][CH:6]=3)(=[O:9])=[O:10])[CH2:30][CH2:31]2)=[N:15][C:16]=1[S:24][CH3:25])[CH3:23]. (2) Given the reactants [CH3:1][O:2][C:3]1[CH:11]=[CH:10][C:6]([C:7]([OH:9])=[O:8])=[CH:5][C:4]=1[NH:12][C:13]([NH2:15])=[S:14].[CH3:16]O, predict the reaction product. The product is: [CH3:16][O:8][C:7](=[O:9])[C:6]1[CH:10]=[CH:11][C:3]([O:2][CH3:1])=[C:4]([NH:12][C:13]([NH2:15])=[S:14])[CH:5]=1. (3) Given the reactants [S:1]1[CH:5]=[C:4]([CH2:6][OH:7])[N:3]=[CH:2]1.CCN(CC)CC.[Si:15](OS(C(F)(F)F)(=O)=O)([C:18]([CH3:21])([CH3:20])[CH3:19])([CH3:17])[CH3:16], predict the reaction product. The product is: [Si:15]([O:7][CH2:6][C:4]1[N:3]=[CH:2][S:1][CH:5]=1)([C:18]([CH3:21])([CH3:20])[CH3:19])([CH3:17])[CH3:16]. (4) The product is: [Br:10][C:8]1[CH:9]=[C:4]([C:1]([OH:3])([CH3:2])[C:12]([F:14])([F:13])[F:11])[CH:5]=[N:6][CH:7]=1. Given the reactants [C:1]([C:4]1[CH:5]=[N:6][CH:7]=[C:8]([Br:10])[CH:9]=1)(=[O:3])[CH3:2].[F:11][C:12]([Si](C)(C)C)([F:14])[F:13].O1CCCC1.[F-].C([N+](CCCC)(CCCC)CCCC)CCC, predict the reaction product. (5) Given the reactants [NH2:1][C:2]1[C:3]([N+:25]([O-])=O)=[CH:4][C:5]([O:21][CH:22]([F:24])[F:23])=[C:6]([CH:20]=1)[C:7]([NH:9][C:10]1[CH:15]=[C:14]([C:16]([F:19])([F:18])[F:17])[CH:13]=[CH:12][N:11]=1)=[O:8], predict the reaction product. The product is: [NH2:25][C:3]1[C:2]([NH2:1])=[CH:20][C:6]([C:7]([NH:9][C:10]2[CH:15]=[C:14]([C:16]([F:19])([F:18])[F:17])[CH:13]=[CH:12][N:11]=2)=[O:8])=[C:5]([O:21][CH:22]([F:23])[F:24])[CH:4]=1.